From a dataset of Catalyst prediction with 721,799 reactions and 888 catalyst types from USPTO. Predict which catalyst facilitates the given reaction. (1) Reactant: C(O[C:6](=O)[N:7]([CH2:20][C:21]1[CH:26]=[CH:25][CH:24]=[CH:23][CH:22]=1)[CH2:8][C:9]1[CH:14]=[CH:13][C:12]([N+:15]([O-])=O)=[C:11]([O:18][CH3:19])[CH:10]=1)(C)(C)C.[NH2:28][C:29]1C=CC=CC=1.C[C:36]1[N:37]=[CH:38][C:39]([C:42](O)=O)=[N:40][CH:41]=1.C(N(CC)CC)C.C1(P(N=[N+]=[N-])(C2C=CC=CC=2)=[O:59])C=CC=CC=1. Product: [CH2:20]([N:7]([CH2:8][C:9]1[CH:14]=[CH:13][C:12]([NH:15][C:29]([NH:28][C:36]2[CH:41]=[N:40][C:39]([CH3:42])=[CH:38][N:37]=2)=[O:59])=[C:11]([O:18][CH3:19])[CH:10]=1)[CH3:6])[C:21]1[CH:22]=[CH:23][CH:24]=[CH:25][CH:26]=1. The catalyst class is: 260. (2) Reactant: [OH:1][C:2]1[C:15]2[C:14](=[O:16])[C:13]3[C:8](=[C:9]([OH:20])[CH:10]=[CH:11][C:12]=3[N+:17]([O-])=O)[C:7](=[O:21])[C:6]=2[C:5]([N+:22]([O-:24])=[O:23])=[CH:4][CH:3]=1.[CH3:25][C:26]1[CH:32]=[CH:31][CH:30]=[CH:29][C:27]=1N. Product: [CH3:25][C:26]1[CH:32]=[CH:31][CH:30]=[CH:29][C:27]=1[NH:17][C:12]1[CH:11]=[CH:10][C:9]([OH:20])=[C:8]2[C:13]=1[C:14](=[O:16])[C:15]1[C:2]([OH:1])=[CH:3][CH:4]=[C:5]([N+:22]([O-:24])=[O:23])[C:6]=1[C:7]2=[O:21]. The catalyst class is: 44.